Task: Predict the reaction yield, written as a fraction of the theoretical maximum amount of product (1.0 means a 100% yield; for example, 0.34 means a 34% yield).. Dataset: Reaction yield outcomes from USPTO patents with 853,638 reactions (1) The yield is 0.500. The product is [NH2:2][C:1]([C:3]1[CH:12]=[CH:11][C:6]([C:7]([OH:9])=[O:8])=[CH:5][C:4]=1[O:13][CH:14]1[CH2:17][CH2:16][CH2:15]1)=[O:20]. The catalyst is C(O)C.O. The reactants are [C:1]([C:3]1[CH:12]=[CH:11][C:6]([C:7]([O:9]C)=[O:8])=[CH:5][C:4]=1[O:13][CH:14]1[CH2:17][CH2:16][CH2:15]1)#[N:2].CS(C)=[O:20].[OH-].[Na+].OO. (2) The reactants are [H-].[Na+].[NH2:3][C:4]1[N:9]=[CH:8][N:7]=[C:6]([NH:10][C:11]2[CH:12]=[C:13]3[C:17](=[CH:18][CH:19]=2)[NH:16][CH:15]=[CH:14]3)[CH:5]=1.[CH2:20]([NH:22][C:23](=[O:31])OC1C=CC=CC=1)[CH3:21]. The catalyst is CN(C)C=O. The product is [CH2:20]([NH:22][C:23]([N:16]1[C:17]2[C:13](=[CH:12][C:11]([NH:10][C:6]3[CH:5]=[C:4]([NH:3][C:23]([NH:22][CH2:20][CH3:21])=[O:31])[N:9]=[CH:8][N:7]=3)=[CH:19][CH:18]=2)[CH:14]=[CH:15]1)=[O:31])[CH3:21]. The yield is 0.0280. (3) The reactants are Cl[C:2]1[CH:7]=[CH:6][N:5]=[C:4]([CH2:8][N:9]2[C:17]3[CH:16]=[CH:15][C:14]([C:18]#[N:19])=[CH:13][C:12]=3[C:11]3[CH2:20][C@H:21]([NH:23][C:24](=[O:29])[O:25][CH:26]([CH3:28])[CH3:27])[CH2:22][C:10]2=3)[C:3]=1[O:30][CH3:31]. The catalyst is [Pd].CO.O. The product is [CH:26]([O:25][C:24](=[O:29])[NH:23][C@@H:21]1[CH2:22][C:10]2[N:9]([CH2:8][C:4]3[C:3]([O:30][CH3:31])=[CH:2][CH:7]=[CH:6][N:5]=3)[C:17]3[CH:16]=[CH:15][C:14]([C:18]#[N:19])=[CH:13][C:12]=3[C:11]=2[CH2:20]1)([CH3:28])[CH3:27]. The yield is 0.940. (4) The reactants are [CH2:1]([O:3][C:4]1[N:8]([CH2:9][CH2:10][OH:11])[N:7]=[C:6]([C:12]2[CH:17]=[CH:16][CH:15]=[CH:14][CH:13]=2)[CH:5]=1)[CH3:2].[Br:18][C:19]1[CH:24]=[CH:23][C:22](O)=[C:21]([Cl:26])[CH:20]=1.N(C(N1CCCCC1)=O)=NC(N1CCCCC1)=O.C(P(CCCC)CCCC)CCC. The catalyst is C1(C)C=CC=CC=1. The product is [Br:18][C:19]1[CH:24]=[CH:23][C:22]([O:11][CH2:10][CH2:9][N:8]2[C:4]([O:3][CH2:1][CH3:2])=[CH:5][C:6]([C:12]3[CH:17]=[CH:16][CH:15]=[CH:14][CH:13]=3)=[N:7]2)=[C:21]([Cl:26])[CH:20]=1. The yield is 0.830. (5) The reactants are [CH3:1][CH:2]([C:4]1[N:8]=[C:7]([N:9]2[CH2:14][CH2:13][CH:12]([CH2:15][OH:16])[CH2:11][CH2:10]2)[O:6][N:5]=1)[CH3:3].[Br:17][C:18]1[N:23]=[CH:22][C:21](O)=[CH:20][CH:19]=1.C1C=CC(P(C2C=CC=CC=2)C2C=CC=CC=2)=CC=1.N(C(OC(C)C)=O)=NC(OC(C)C)=O. The catalyst is C1COCC1. The product is [Br:17][C:18]1[CH:19]=[CH:20][C:21]([O:16][CH2:15][CH:12]2[CH2:13][CH2:14][N:9]([C:7]3[O:6][N:5]=[C:4]([CH:2]([CH3:1])[CH3:3])[N:8]=3)[CH2:10][CH2:11]2)=[CH:22][N:23]=1. The yield is 0.290. (6) The reactants are Cl[C:2]1[CH:7]=[CH:6][N:5]=[CH:4][C:3]=1[N+:8]([O-:10])=[O:9].[CH2:11]([O:13][C:14]1[CH:21]=[CH:20][CH:19]=[CH:18][C:15]=1[CH2:16][OH:17])[CH3:12]. No catalyst specified. The product is [CH2:11]([O:13][C:14]1[CH:21]=[CH:20][CH:19]=[CH:18][C:15]=1[CH2:16][O:17][C:2]1[CH:7]=[CH:6][N:5]=[CH:4][C:3]=1[N+:8]([O-:10])=[O:9])[CH3:12]. The yield is 0.659. (7) The reactants are [O:1]=[C:2]1[C:10]2([CH2:14][O:13][C:12]3[CH:15]=[C:16]4[C:20](=[CH:21][C:11]2=3)[CH2:19][CH2:18][O:17]4)[C:9]2[C:4](=[CH:5][CH:6]=[CH:7][CH:8]=2)[N:3]1[CH2:22][C@@H:23]1[CH2:27][CH2:26][CH2:25][N:24]1C(OC(C)(C)C)=O.FC(F)(F)C(O)=O.[OH-].[Na+]. The catalyst is ClCCl. The product is [NH:24]1[CH2:25][CH2:26][CH2:27][C@H:23]1[CH2:22][N:3]1[C:4]2[C:9](=[CH:8][CH:7]=[CH:6][CH:5]=2)[C:10]2([CH2:14][O:13][C:12]3[CH:15]=[C:16]4[C:20](=[CH:21][C:11]2=3)[CH2:19][CH2:18][O:17]4)[C:2]1=[O:1]. The yield is 0.890. (8) The reactants are [N:1]1([C:6]2[CH:13]=[CH:12][C:9]([C:10]#[N:11])=[CH:8][CH:7]=2)[CH:5]=[N:4][CH:3]=[N:2]1.[Br:14]N1C(=O)CCC1=O. The catalyst is O1CCOCC1. The product is [Br:14][C:5]1[N:1]([C:6]2[CH:7]=[CH:8][C:9]([C:10]#[N:11])=[CH:12][CH:13]=2)[N:2]=[CH:3][N:4]=1. The yield is 0.250. (9) The reactants are C([N:8](CC1C=CC=CC=1)[C@H:9]1[CH2:14][CH2:13][C@@H:12]([C:15]2[N:19]3[C:20]4[CH:26]=[CH:25][NH:24][C:21]=4[N:22]=[CH:23][C:18]3=[N:17][CH:16]=2)[CH2:11][CH2:10]1)C1C=CC=CC=1. The catalyst is CCO.[OH-].[OH-].[Pd+2]. The product is [CH:26]1[C:20]2[N:19]3[C:15]([C@@H:12]4[CH2:11][CH2:10][C@H:9]([NH2:8])[CH2:14][CH2:13]4)=[CH:16][N:17]=[C:18]3[CH:23]=[N:22][C:21]=2[NH:24][CH:25]=1. The yield is 0.600. (10) The reactants are [F:1][C:2]1([F:52])[CH2:7][C@@H:6]([O:8][C:9]2[C:14]([CH3:15])=[CH:13][C:12]([S:16]([N:19](CC3C=CC(OC)=CC=3OC)[C:20]3[CH:25]=[CH:24][N:23]=[CH:22][N:21]=3)(=[O:18])=[O:17])=[C:11]([F:37])[CH:10]=2)[C@H:5]([C:38]2[CH:39]=[N:40][N:41](CC3C=CC(OC)=CC=3)[CH:42]=2)[CH2:4][CH2:3]1.C([SiH](CC)CC)C.FC(F)(F)C(O)=O. The catalyst is ClCCl. The product is [F:52][C:2]1([F:1])[CH2:7][C@@H:6]([O:8][C:9]2[C:14]([CH3:15])=[CH:13][C:12]([S:16]([NH:19][C:20]3[CH:25]=[CH:24][N:23]=[CH:22][N:21]=3)(=[O:17])=[O:18])=[C:11]([F:37])[CH:10]=2)[C@H:5]([C:38]2[CH:42]=[N:41][NH:40][CH:39]=2)[CH2:4][CH2:3]1. The yield is 0.630.